This data is from Reaction yield outcomes from USPTO patents with 853,638 reactions. The task is: Predict the reaction yield, written as a fraction of the theoretical maximum amount of product (1.0 means a 100% yield; for example, 0.34 means a 34% yield). (1) The reactants are [CH3:1][CH:2]([N:4]1[C:12](/[CH:13]=[CH:14]/[C@H:15]([OH:24])[CH2:16][C@H:17]([OH:23])[CH2:18][C:19]([O:21]C)=[O:20])=[C:11]([C:25]2[CH:30]=[CH:29][C:28]([F:31])=[CH:27][CH:26]=2)[C:10]2[C:5]1=[CH:6][CH:7]=[CH:8][CH:9]=2)[CH3:3].[OH-].[Na+:33]. The catalyst is C(OCC)(=O)C.O. The product is [CH3:3][CH:2]([N:4]1[C:12](/[CH:13]=[CH:14]/[CH:15]([OH:24])[CH2:16][CH:17]([OH:23])[CH2:18][C:19]([O-:21])=[O:20])=[C:11]([C:25]2[CH:26]=[CH:27][C:28]([F:31])=[CH:29][CH:30]=2)[C:10]2[CH:9]=[CH:8][CH:7]=[CH:6][C:5]1=2)[CH3:1].[Na+:33]. The yield is 0.497. (2) The reactants are [CH3:1][N:2]1[CH:6]=[CH:5][CH:4]=[C:3]1[CH:7]=[O:8].[NH2:9][C:10]1[CH:15]=[CH:14][C:13]([CH2:16][C:17]([O:19][CH3:20])=[O:18])=[CH:12][C:11]=1O.C(O)(=O)C.C(O)(=O)C.IC1C=CC=CC=1. The catalyst is C(O)C. The product is [CH3:1][N:2]1[CH:6]=[CH:5][CH:4]=[C:3]1[C:7]1[O:8][C:11]2[CH:12]=[C:13]([CH2:16][C:17]([O:19][CH3:20])=[O:18])[CH:14]=[CH:15][C:10]=2[N:9]=1. The yield is 0.270. (3) The reactants are [F:1][C:2]1[CH:3]=[C:4]([CH:8]2[NH:13][CH2:12][CH:11]([CH3:14])[O:10][CH2:9]2)[CH:5]=[CH:6][CH:7]=1.Br[C:16]1[CH:17]=[CH:18][C:19]2[O:20][CH2:21][C:22](=[O:26])[NH:23][C:24]=2[N:25]=1. No catalyst specified. The product is [F:1][C:2]1[CH:3]=[C:4]([C@H:8]2[CH2:9][O:10][C@@H:11]([CH3:14])[CH2:12][N:13]2[C:16]2[CH:17]=[CH:18][C:19]3[O:20][CH2:21][C:22](=[O:26])[NH:23][C:24]=3[N:25]=2)[CH:5]=[CH:6][CH:7]=1. The yield is 0.280. (4) The reactants are O([C:8]1[CH:13]=[CH:12][C:11](B(O)O)=[CH:10][CH:9]=1)[C:8]1[CH:13]=[CH:12][CH:11]=[CH:10][CH:9]=1.[C:17]([O-:20])([O-])=O.[K+].[K+].Cl[C:24]1[N:32]=[C:31]([Cl:33])[CH:30]=[CH:29][C:25]=1[C:26]([NH2:28])=[O:27]. The catalyst is O1CCOCC1.O.C1C=CC(P(C2C=CC=CC=2)[C-]2C=CC=C2)=CC=1.C1C=CC(P(C2C=CC=CC=2)[C-]2C=CC=C2)=CC=1.Cl[Pd]Cl.[Fe+2]. The product is [C:17]([C:8]1[CH:9]=[CH:10][C:11]([C:24]2[N:32]=[C:31]([Cl:33])[CH:30]=[CH:29][C:25]=2[C:26]([NH2:28])=[O:27])=[CH:12][CH:13]=1)(=[O:20])[C:8]1[CH:13]=[CH:12][CH:11]=[CH:10][CH:9]=1. The yield is 0.980.